Predict the product of the given reaction. From a dataset of Forward reaction prediction with 1.9M reactions from USPTO patents (1976-2016). (1) Given the reactants Cl.[NH2:2][OH:3].[C:4]([N:6]1[CH2:11][CH2:10][CH:9]([C:12]2[CH:17]=[CH:16][C:15]([C@@H:18]([NH:20][C:21](=[O:23])[CH3:22])[CH3:19])=[CH:14][CH:13]=2)[CH2:8][CH2:7]1)#[N:5].CCN(C(C)C)C(C)C, predict the reaction product. The product is: [OH:3][NH:2][C:4]([N:6]1[CH2:11][CH2:10][CH:9]([C:12]2[CH:13]=[CH:14][C:15]([C@@H:18]([NH:20][C:21](=[O:23])[CH3:22])[CH3:19])=[CH:16][CH:17]=2)[CH2:8][CH2:7]1)=[NH:5]. (2) Given the reactants I[C:2]1[CH:3]=[C:4]([C:9]2[C:10]3[N:17]=[CH:16][N:15]([CH2:18][CH3:19])[C:11]=3[N:12]=[N:13][CH:14]=2)[CH:5]=[CH:6][C:7]=1[F:8].[F:20][C:21]1[CH:26]=[C:25]([S:27]([CH3:30])(=[O:29])=[O:28])[CH:24]=[CH:23][C:22]=1B(O)O, predict the reaction product. The product is: [F:20][C:21]1[CH:26]=[C:25]([S:27]([CH3:30])(=[O:29])=[O:28])[CH:24]=[CH:23][C:22]=1[C:2]1[C:7]([F:8])=[CH:6][CH:5]=[C:4]([C:9]2[C:10]3[N:17]=[CH:16][N:15]([CH2:18][CH3:19])[C:11]=3[N:12]=[N:13][CH:14]=2)[CH:3]=1. (3) Given the reactants [OH:1][C:2]1[N:11]=[CH:10][C:9](I)=[C:8]2[C:3]=1[CH:4]=[C:5]([C:31]1[CH:36]=[CH:35][CH:34]=[CH:33][CH:32]=1)[C:6]([C:13]1[CH:18]=[CH:17][C:16]([C:19]3([NH:23][C:24](=[O:30])[O:25][C:26]([CH3:29])([CH3:28])[CH3:27])[CH2:22][CH2:21][CH2:20]3)=[CH:15][CH:14]=1)=[N:7]2.[CH3:37][C:38]1[CH:39]=[C:40](B(O)O)[S:41][CH:42]=1.C([O-])([O-])=O.[Cs+].[Cs+], predict the reaction product. The product is: [OH:1][C:2]1[N:11]=[CH:10][C:9]([C:40]2[S:41][CH:42]=[C:38]([CH3:37])[CH:39]=2)=[C:8]2[C:3]=1[CH:4]=[C:5]([C:31]1[CH:36]=[CH:35][CH:34]=[CH:33][CH:32]=1)[C:6]([C:13]1[CH:18]=[CH:17][C:16]([C:19]3([NH:23][C:24](=[O:30])[O:25][C:26]([CH3:29])([CH3:28])[CH3:27])[CH2:22][CH2:21][CH2:20]3)=[CH:15][CH:14]=1)=[N:7]2. (4) Given the reactants C1(C)C=CC=CC=1.[F-].[K+].C(N(C(C)C)CC)(C)C.O.[CH2:20]([O:22][C:23](=[O:50])[CH:24]([NH2:49])[CH:25]1[CH2:30][CH2:29][N:28]([CH2:31][C:32]2[CH:37]=[CH:36][C:35]([F:38])=[C:34]([Cl:39])[CH:33]=2)[C:27](=[O:40])[CH:26]1S(C1C=CC=CC=1)=O)[CH3:21], predict the reaction product. The product is: [CH2:20]([O:22][C:23](=[O:50])/[C:24](/[NH2:49])=[C:25]1/[CH2:26][C:27](=[O:40])[N:28]([CH2:31][C:32]2[CH:37]=[CH:36][C:35]([F:38])=[C:34]([Cl:39])[CH:33]=2)[CH2:29][CH2:30]/1)[CH3:21]. (5) Given the reactants C(OC(N1CCCCC1[C:14]1[N:22]2[C:17]([CH:18]=[N:19][C:20]([NH:23][C:24]3[CH:29]=[CH:28][C:27]([N:30]4[CH2:35][CH2:34][O:33][CH2:32][CH2:31]4)=[CH:26][CH:25]=3)=[N:21]2)=[CH:16][CH:15]=1)=O)(C)(C)C.F[C:37](F)(F)[C:38](O)=O, predict the reaction product. The product is: [N:30]1([C:27]2[CH:26]=[CH:25][C:24]([NH:23][C:20]3[N:19]=[CH:18][C:17]4=[CH:16][CH:15]=[C:14]([C:16]5[CH2:17][CH2:18][NH:19][CH2:37][CH:38]=5)[N:22]4[N:21]=3)=[CH:29][CH:28]=2)[CH2:31][CH2:32][O:33][CH2:34][CH2:35]1. (6) Given the reactants [OH:1][C:2]1([CH2:8][C@H:9]2[CH2:14][CH2:13][C@@H:12]([NH:15][C:16]([C:18]3[C:26]4[C:21](=[CH:22][CH:23]=[CH:24][CH:25]=4)[N:20]([CH:27]([CH3:29])[CH3:28])[N:19]=3)=[O:17])[CH2:11][N:10]2C(OC(C)(C)C)=O)[CH2:7][CH2:6][O:5][CH2:4][CH2:3]1.Cl, predict the reaction product. The product is: [OH:1][C:2]1([CH2:8][C@H:9]2[NH:10][CH2:11][C@@H:12]([NH:15][C:16]([C:18]3[C:26]4[C:21](=[CH:22][CH:23]=[CH:24][CH:25]=4)[N:20]([CH:27]([CH3:29])[CH3:28])[N:19]=3)=[O:17])[CH2:13][CH2:14]2)[CH2:7][CH2:6][O:5][CH2:4][CH2:3]1. (7) Given the reactants [C:1]([O:5][C:6]([N:8]1[CH2:12][CH2:11][CH2:10][CH:9]1[C:13]1[NH:14][C:15]([C:18]2[CH:31]=[CH:30][C:29]3[C:28]4[C:23](=[CH:24][C:25](Br)=[CH:26][CH:27]=4)[CH2:22][CH2:21][C:20]=3[CH:19]=2)=[CH:16][N:17]=1)=[O:7])([CH3:4])([CH3:3])[CH3:2].[C:33]([O:37][C:38]([N:40]1[CH:45]([C:46]2[NH:50][C:49]3[CH:51]=[C:52](B4OC(C)(C)C(C)(C)O4)[CH:53]=[CH:54][C:48]=3[N:47]=2)[CH:44]2[CH2:64][CH:41]1[CH2:42][CH2:43]2)=[O:39])([CH3:36])([CH3:35])[CH3:34].C([O-])(O)=O.[Na+], predict the reaction product. The product is: [C:33]([O:37][C:38]([N:40]1[CH:45]([C:46]2[NH:50][C:49]3[CH:51]=[C:52]([C:25]4[CH:26]=[CH:27][C:28]5[C:29]6[C:20](=[CH:19][C:18]([C:15]7[NH:14][C:13]([CH:9]8[CH2:10][CH2:11][CH2:12][N:8]8[C:6]([O:5][C:1]([CH3:2])([CH3:3])[CH3:4])=[O:7])=[N:17][CH:16]=7)=[CH:31][CH:30]=6)[CH2:21][CH2:22][C:23]=5[CH:24]=4)[CH:53]=[CH:54][C:48]=3[N:47]=2)[CH:44]2[CH2:64][CH:41]1[CH2:42][CH2:43]2)=[O:39])([CH3:36])([CH3:34])[CH3:35]. (8) Given the reactants [F:1][C:2]1[CH:7]=[CH:6][C:5]([C:8]2[C:12]3=[N:13][CH:14]=[CH:15][CH:16]=[C:11]3[NH:10][C:9]=2[C:17]2[CH:22]=[CH:21][N:20]=[C:19]([C:23]#[N:24])[CH:18]=2)=[CH:4][CH:3]=1.[OH-:25].[K+], predict the reaction product. The product is: [F:1][C:2]1[CH:7]=[CH:6][C:5]([C:8]2[C:12]3=[N:13][CH:14]=[CH:15][CH:16]=[C:11]3[NH:10][C:9]=2[C:17]2[CH:22]=[CH:21][N:20]=[C:19]([C:23]([NH2:24])=[O:25])[CH:18]=2)=[CH:4][CH:3]=1. (9) Given the reactants [N:1]1([C:6]2[C:15]3[C:10](=[CH:11][C:12]([N:16]4[CH2:21][CH2:20][N:19](C(OC(C)(C)C)=O)[CH2:18][CH2:17]4)=[CH:13][CH:14]=3)[N:9]=[CH:8][N:7]=2)[CH2:5][CH2:4][CH2:3][CH2:2]1.[ClH:29], predict the reaction product. The product is: [ClH:29].[ClH:29].[N:16]1([C:12]2[CH:11]=[C:10]3[C:15]([C:6]([N:1]4[CH2:5][CH2:4][CH2:3][CH2:2]4)=[N:7][CH:8]=[N:9]3)=[CH:14][CH:13]=2)[CH2:17][CH2:18][NH:19][CH2:20][CH2:21]1. (10) Given the reactants [C:1]([C:3]1[CH:8]=[CH:7][C:6]([NH:9][C:10]([C:12]2[S:13][CH:14]=[CH:15][CH:16]=2)=[O:11])=[CH:5][CH:4]=1)#[CH:2].Br[C:18]1[CH:19]=[N:20][CH:21]=[C:22]([CH:35]=1)[C:23]([N:25]=[S@@:26]([CH3:34])(=[O:33])[C:27]1[CH:32]=[CH:31][CH:30]=[CH:29][CH:28]=1)=[O:24].CCN(CC)CC, predict the reaction product. The product is: [CH3:34][S@:26](=[O:33])([C:27]1[CH:32]=[CH:31][CH:30]=[CH:29][CH:28]=1)=[N:25][C:23](=[O:24])[C:22]1[CH:35]=[C:18]([C:2]#[C:1][C:3]2[CH:4]=[CH:5][C:6]([NH:9][C:10]([C:12]3[S:13][CH:14]=[CH:15][CH:16]=3)=[O:11])=[CH:7][CH:8]=2)[CH:19]=[N:20][CH:21]=1.